From a dataset of NCI-60 drug combinations with 297,098 pairs across 59 cell lines. Regression. Given two drug SMILES strings and cell line genomic features, predict the synergy score measuring deviation from expected non-interaction effect. (1) Drug 1: CCC1=C2CN3C(=CC4=C(C3=O)COC(=O)C4(CC)O)C2=NC5=C1C=C(C=C5)O. Drug 2: CS(=O)(=O)OCCCCOS(=O)(=O)C. Cell line: HOP-92. Synergy scores: CSS=17.8, Synergy_ZIP=2.35, Synergy_Bliss=5.71, Synergy_Loewe=-19.6, Synergy_HSA=1.89. (2) Drug 1: CC1=C2C(C(=O)C3(C(CC4C(C3C(C(C2(C)C)(CC1OC(=O)C(C(C5=CC=CC=C5)NC(=O)OC(C)(C)C)O)O)OC(=O)C6=CC=CC=C6)(CO4)OC(=O)C)O)C)O. Drug 2: C1=NNC2=C1C(=O)NC=N2. Cell line: LOX IMVI. Synergy scores: CSS=-0.610, Synergy_ZIP=1.23, Synergy_Bliss=2.51, Synergy_Loewe=-0.497, Synergy_HSA=-0.828. (3) Drug 1: CNC(=O)C1=CC=CC=C1SC2=CC3=C(C=C2)C(=NN3)C=CC4=CC=CC=N4. Drug 2: C1C(C(OC1N2C=C(C(=O)NC2=O)F)CO)O. Cell line: HOP-92. Synergy scores: CSS=7.77, Synergy_ZIP=-9.69, Synergy_Bliss=-16.0, Synergy_Loewe=-26.1, Synergy_HSA=-16.2. (4) Synergy scores: CSS=19.0, Synergy_ZIP=-7.31, Synergy_Bliss=-3.54, Synergy_Loewe=-15.3, Synergy_HSA=-3.56. Drug 2: C1C(C(OC1N2C=C(C(=O)NC2=O)F)CO)O. Cell line: M14. Drug 1: C1CCC(CC1)NC(=O)N(CCCl)N=O.